Predict the product of the given reaction. From a dataset of Forward reaction prediction with 1.9M reactions from USPTO patents (1976-2016). (1) The product is: [Cl:11][C:12]1[CH:17]=[C:16]([NH:18][C:3]2[C:4](=[O:10])[C:5](=[O:9])[C:6]=2[O:7][CH3:8])[CH:15]=[CH:14][N:13]=1. Given the reactants CO[C:3]1[C:4](=[O:10])[C:5](=[O:9])[C:6]=1[O:7][CH3:8].[Cl:11][C:12]1[CH:17]=[C:16]([NH2:18])[CH:15]=[CH:14][N:13]=1, predict the reaction product. (2) Given the reactants [I:1][C:2]1[C:3](=[O:21])[C:4]2[C:9]([O:10][C:11]=1[C:12]1[CH:17]=[CH:16][CH:15]=[CH:14][CH:13]=1)=[C:8]1[NH:18][N:19]=[CH:20][C:7]1=[CH:6][CH:5]=2.[Cl:22][O-].[Na+], predict the reaction product. The product is: [Cl:22][C:20]1[C:7]2=[CH:6][CH:5]=[C:4]3[C:9]([O:10][C:11]([C:12]4[CH:17]=[CH:16][CH:15]=[CH:14][CH:13]=4)=[C:2]([I:1])[C:3]3=[O:21])=[C:8]2[NH:18][N:19]=1. (3) Given the reactants [CH2:1]([O:3][C:4]([C:6]1(/[CH:23]=[CH:24]/[CH3:25])[CH2:11][CH2:10][CH:9]([N:12]2C(=O)C3C(=CC=CC=3)C2=O)[CH2:8][CH2:7]1)=[O:5])[CH3:2].C(N)(=O)C1C(=CC=CC=1)C(N)=O.NC1CCC(C)(C(N[C@@H](C2C=CC(F)=CC=2)C)=O)CC1, predict the reaction product. The product is: [NH2:12][CH:9]1[CH2:8][CH2:7][C:6](/[CH:23]=[CH:24]/[CH3:25])([C:4]([O:3][CH2:1][CH3:2])=[O:5])[CH2:11][CH2:10]1. (4) Given the reactants C(NC(C)C)(C)C.[Li]CCCC.[Cl:13][C:14]1[CH:19]=[N:18][CH:17]=[C:16]([Cl:20])[N:15]=1.[C:21](=[O:23])=[O:22], predict the reaction product. The product is: [Cl:13][C:14]1[C:19]([C:21]([OH:23])=[O:22])=[N:18][CH:17]=[C:16]([Cl:20])[N:15]=1. (5) The product is: [CH3:6][N:7]1[CH2:12][CH2:11][N:10]([CH2:13][C:14]#[C:15][C:16]([OH:18])=[O:17])[CH2:9][CH2:8]1. Given the reactants C([Li])CCC.[CH3:6][N:7]1[CH2:12][CH2:11][N:10]([CH2:13][C:14]#[CH:15])[CH2:9][CH2:8]1.[C:16](=[O:18])=[O:17].O, predict the reaction product. (6) Given the reactants [C:1]([O:5][C:6]([N:8]1[CH2:12][CH2:11][C:10]2([CH2:17][CH2:16][CH2:15][NH:14][CH2:13]2)[CH2:9]1)=[O:7])([CH3:4])([CH3:3])[CH3:2].[C:18](OC(=O)C)(=[O:20])[CH3:19].C(N(CC)CC)C, predict the reaction product. The product is: [C:1]([O:5][C:6]([N:8]1[CH2:12][CH2:11][C:10]2([CH2:17][CH2:16][CH2:15][N:14]([C:18](=[O:20])[CH3:19])[CH2:13]2)[CH2:9]1)=[O:7])([CH3:4])([CH3:2])[CH3:3]. (7) The product is: [F:3][C:4]1[CH:5]=[C:6]([C:10]2[S:14][C:13]([CH3:15])=[N:12][C:11]=2[C:16]([N:18]2[CH2:23][CH:22]([O:24][CH3:1])[CH2:21][CH2:20][CH:19]2[C:25]([O:27][CH3:28])=[O:26])=[O:17])[CH:7]=[CH:8][CH:9]=1. Given the reactants [CH3:1]I.[F:3][C:4]1[CH:5]=[C:6]([C:10]2[S:14][C:13]([CH3:15])=[N:12][C:11]=2[C:16]([N:18]2[CH2:23][CH:22]([OH:24])[CH2:21][CH2:20][CH:19]2[C:25]([O:27][CH3:28])=[O:26])=[O:17])[CH:7]=[CH:8][CH:9]=1, predict the reaction product.